This data is from Forward reaction prediction with 1.9M reactions from USPTO patents (1976-2016). The task is: Predict the product of the given reaction. (1) Given the reactants C(OC([N:8]1[CH2:13][CH2:12][CH:11]([CH2:14][NH:15][C:16]([C:18]2[CH:41]=[CH:40][C:21]3[N:22]([CH2:36][CH2:37][O:38][CH3:39])[C:23]([NH:25][C:26]4[S:27][C:28]5[CH:34]=[C:33]([Cl:35])[CH:32]=[CH:31][C:29]=5[N:30]=4)=[N:24][C:20]=3[CH:19]=2)=[O:17])[CH2:10][CH2:9]1)=O)(C)(C)C, predict the reaction product. The product is: [ClH:35].[ClH:35].[NH:8]1[CH2:13][CH2:12][CH:11]([CH2:14][NH:15][C:16]([C:18]2[CH:41]=[CH:40][C:21]3[N:22]([CH2:36][CH2:37][O:38][CH3:39])[C:23]([NH:25][C:26]4[S:27][C:28]5[CH:34]=[C:33]([Cl:35])[CH:32]=[CH:31][C:29]=5[N:30]=4)=[N:24][C:20]=3[CH:19]=2)=[O:17])[CH2:10][CH2:9]1. (2) Given the reactants [NH2:1][CH2:2][C@@H:3]1[CH2:8][N:7](C(OC(C)(C)C)=O)[C:6]2[CH:16]=[CH:17][CH:18]=[C:19]([C:20]3[CH:25]=[CH:24][C:23]([Cl:26])=[CH:22][C:21]=3[Cl:27])[C:5]=2[O:4]1.Cl.C(O)C, predict the reaction product. The product is: [Cl:27][C:21]1[CH:22]=[C:23]([Cl:26])[CH:24]=[CH:25][C:20]=1[C:19]1[C:5]2[O:4][C@H:3]([CH2:2][NH2:1])[CH2:8][NH:7][C:6]=2[CH:16]=[CH:17][CH:18]=1. (3) Given the reactants [NH2:1][C:2]1[N:7]=[CH:6][N:5]=[C:4]([NH:8][C@H:9]([C:11]2[N:16]([C:17]3[CH:22]=[CH:21][CH:20]=[CH:19][CH:18]=3)[C:15](=[O:23])[C:14]3=[C:24]([CH3:27])[CH:25]=[CH:26][N:13]3[N:12]=2)[CH3:10])[C:3]=1Br.[C:29]([O:33][C:34]([N:36]1[CH2:41][CH2:40][N:39]([C:42]2[CH:47]=[CH:46][C:45](B(O)O)=[CH:44][CH:43]=2)[CH2:38][CH2:37]1)=[O:35])([CH3:32])([CH3:31])[CH3:30].C(=O)([O-])[O-].[Cs+].[Cs+], predict the reaction product. The product is: [NH2:1][C:2]1[C:3]([C:45]2[CH:44]=[CH:43][C:42]([N:39]3[CH2:38][CH2:37][N:36]([C:34]([O:33][C:29]([CH3:32])([CH3:31])[CH3:30])=[O:35])[CH2:41][CH2:40]3)=[CH:47][CH:46]=2)=[C:4]([NH:8][C@H:9]([C:11]2[N:16]([C:17]3[CH:22]=[CH:21][CH:20]=[CH:19][CH:18]=3)[C:15](=[O:23])[C:14]3=[C:24]([CH3:27])[CH:25]=[CH:26][N:13]3[N:12]=2)[CH3:10])[N:5]=[CH:6][N:7]=1. (4) Given the reactants [CH3:1][O:2][C:3]1[CH:4]=[C:5]([C:9]2[CH2:18][CH2:17][C:16]3[C:11](=[CH:12][CH:13]=[C:14]([O:19][CH3:20])[CH:15]=3)[C:10]=2[C:21]([C:23]2[CH:28]=[CH:27][C:26]([OH:29])=[CH:25][CH:24]=2)=[O:22])[CH:6]=[CH:7][CH:8]=1.C([O-])([O-])=O.[K+].[K+].Cl.Cl[CH2:38][CH2:39][N:40]1[CH2:45][CH2:44][CH2:43][CH2:42][CH2:41]1, predict the reaction product. The product is: [CH3:1][O:2][C:3]1[CH:4]=[C:5]([C:9]2[CH2:18][CH2:17][C:16]3[C:11](=[CH:12][CH:13]=[C:14]([O:19][CH3:20])[CH:15]=3)[C:10]=2[C:21]([C:23]2[CH:28]=[CH:27][C:26]([O:29][CH2:38][CH2:39][N:40]3[CH2:45][CH2:44][CH2:43][CH2:42][CH2:41]3)=[CH:25][CH:24]=2)=[O:22])[CH:6]=[CH:7][CH:8]=1. (5) Given the reactants Cl[C:2]1[CH:7]=[C:6]([I:8])[CH:5]=[C:4]([Cl:9])[N:3]=1.[C@H:10]1([NH2:17])[CH2:15][CH2:14][C@H:13]([NH2:16])[CH2:12][CH2:11]1.O, predict the reaction product. The product is: [Cl:9][C:4]1[N:3]=[C:2]([NH:16][C@H:13]2[CH2:14][CH2:15][C@H:10]([NH2:17])[CH2:11][CH2:12]2)[CH:7]=[C:6]([I:8])[CH:5]=1. (6) Given the reactants [NH2:1][CH:2]1[CH2:6][N:5]([C:7]2[CH:12]=[CH:11][C:10]([Cl:13])=[C:9]([O:14][CH3:15])[CH:8]=2)[C:4](=[O:16])[CH2:3]1.[F:17][C:18]([F:33])([F:32])[C:19]1[CH:20]=[C:21]([CH:25]=[C:26]([C:28]([F:31])([F:30])[F:29])[CH:27]=1)[C:22](Cl)=[O:23], predict the reaction product. The product is: [Cl:13][C:10]1[CH:11]=[CH:12][C:7]([N:5]2[C:4](=[O:16])[CH2:3][CH:2]([NH:1][C:22](=[O:23])[C:21]3[CH:25]=[C:26]([C:28]([F:29])([F:30])[F:31])[CH:27]=[C:19]([C:18]([F:17])([F:32])[F:33])[CH:20]=3)[CH2:6]2)=[CH:8][C:9]=1[O:14][CH3:15]. (7) Given the reactants CN(C)C=O.[Cl:6][C:7]1[CH:8]=[C:9]([C:14]2[S:15][CH:16]=[C:17]([C:20]([CH3:22])=O)[C:18]=2[OH:19])[CH:10]=[CH:11][C:12]=1[Cl:13].[NH:23]([C:25]([N:27]1[CH2:32][CH2:31][CH:30]([C:33]([O:35][CH3:36])=[O:34])[CH2:29][CH2:28]1)=[S:26])[NH2:24].Cl, predict the reaction product. The product is: [Cl:6][C:7]1[CH:8]=[C:9]([C:14]2[S:15][CH:16]=[C:17]([C:20](=[N:24][NH:23][C:25]([N:27]3[CH2:32][CH2:31][CH:30]([C:33]([O:35][CH3:36])=[O:34])[CH2:29][CH2:28]3)=[S:26])[CH3:22])[C:18]=2[OH:19])[CH:10]=[CH:11][C:12]=1[Cl:13].